Predict the reaction yield, written as a fraction of the theoretical maximum amount of product (1.0 means a 100% yield; for example, 0.34 means a 34% yield). From a dataset of Reaction yield outcomes from USPTO patents with 853,638 reactions. (1) The reactants are [Br:1][C:2]1[CH:10]=[C:9]2[C:5]([C:6]([CH:11]=[O:12])=[N:7][NH:8]2)=[CH:4][CH:3]=1.C(N(CC)CC)C.[C:20](O[C:20]([O:22][C:23]([CH3:26])([CH3:25])[CH3:24])=[O:21])([O:22][C:23]([CH3:26])([CH3:25])[CH3:24])=[O:21]. The catalyst is ClCCl.CN(C)C1C=CN=CC=1. The product is [Br:1][C:2]1[CH:10]=[C:9]2[C:5]([C:6]([CH:11]=[O:12])=[N:7][N:8]2[C:20]([O:22][C:23]([CH3:26])([CH3:25])[CH3:24])=[O:21])=[CH:4][CH:3]=1. The yield is 0.990. (2) The reactants are [O:1]=[C:2]1[C:11]([C:12]([O:14][CH2:15][CH3:16])=[O:13])=[N:10][C:9]2[C:4](=[CH:5][CH:6]=[CH:7][CH:8]=2)[NH:3]1.[H-].[Na+].I[CH3:20].O. The catalyst is CN(C)C=O. The product is [CH3:20][N:3]1[C:4]2[C:9](=[CH:8][CH:7]=[CH:6][CH:5]=2)[N:10]=[C:11]([C:12]([O:14][CH2:15][CH3:16])=[O:13])[C:2]1=[O:1]. The yield is 0.710. (3) The reactants are [CH3:1]/[C:2](=[CH:8]\[C:9](=[O:17])[C:10]1[CH:15]=[CH:14][C:13]([CH3:16])=[CH:12][CH:11]=1)/[C:3]([O:5][CH2:6][CH3:7])=[O:4].[NH4+:18].[OH-]. The product is [NH2:18][C:2]([CH3:1])([CH2:8][C:9](=[O:17])[C:10]1[CH:15]=[CH:14][C:13]([CH3:16])=[CH:12][CH:11]=1)[C:3]([O:5][CH2:6][CH3:7])=[O:4]. The catalyst is CS(C)=O.CCOC(C)=O. The yield is 0.550. (4) The reactants are [C:1]([CH2:3][C:4]([NH2:6])=O)#[N:2].N1C=CC=CC=1.[CH3:13][N:14]([CH:16]=O)[CH3:15].O=P(Cl)(Cl)Cl.[OH-].[Na+]. No catalyst specified. The product is [CH3:13][N:14]([CH:16]=[C:3]([C:4]#[N:6])[C:1]#[N:2])[CH3:15]. The yield is 0.620.